This data is from Reaction yield outcomes from USPTO patents with 853,638 reactions. The task is: Predict the reaction yield, written as a fraction of the theoretical maximum amount of product (1.0 means a 100% yield; for example, 0.34 means a 34% yield). (1) The reactants are [Cl:1][C:2]1[CH:11]=[CH:10][C:9]2[N:8]=[C:7]([N:12]3[CH2:17][CH2:16][N:15]([C:18]([O:20][C:21]([CH3:24])([CH3:23])[CH3:22])=[O:19])[CH2:14][CH2:13]3)[C:6]3=[N:25][O:26][CH:27]=[C:5]3[C:4]=2[CH:3]=1.[BH4-].[Na+].Cl. The catalyst is C(O)C. The product is [NH2:25][C:6]1[C:7]([N:12]2[CH2:13][CH2:14][N:15]([C:18]([O:20][C:21]([CH3:24])([CH3:23])[CH3:22])=[O:19])[CH2:16][CH2:17]2)=[N:8][C:9]2[C:4]([C:5]=1[CH2:27][OH:26])=[CH:3][C:2]([Cl:1])=[CH:11][CH:10]=2. The yield is 0.360. (2) The reactants are [Br:1][C:2]1[CH:3]=[CH:4][C:5]([CH2:18][O:19][Si:20]([CH:27]([CH3:29])[CH3:28])([CH:24]([CH3:26])[CH3:25])[CH:21]([CH3:23])[CH3:22])=[C:6]([CH:8]([C:10]2[CH:15]=[CH:14][C:13]([CH2:16][CH3:17])=[CH:12][CH:11]=2)[OH:9])[CH:7]=1.N1C(C)=CC=CC=1C.[Si:38](OS(C(F)(F)F)(=O)=O)([CH:45]([CH3:47])[CH3:46])([CH:42]([CH3:44])[CH3:43])[CH:39]([CH3:41])[CH3:40]. The catalyst is ClCCl. The product is [Br:1][C:2]1[CH:3]=[CH:4][C:5]([CH2:18][O:19][Si:20]([CH:21]([CH3:22])[CH3:23])([CH:27]([CH3:28])[CH3:29])[CH:24]([CH3:26])[CH3:25])=[C:6]([CH:8]([C:10]2[CH:15]=[CH:14][C:13]([CH2:16][CH3:17])=[CH:12][CH:11]=2)[O:9][Si:38]([CH:45]([CH3:47])[CH3:46])([CH:42]([CH3:44])[CH3:43])[CH:39]([CH3:41])[CH3:40])[CH:7]=1. The yield is 0.970. (3) The yield is 0.900. The product is [ClH:36].[NH2:19][C@H:16]1[CH2:17][CH2:18][N:14]([C:12]2[C:11]([Br:27])=[CH:10][N:9]=[C:8]3[NH:7][CH:6]=[C:5]([NH:4][C:1](=[O:3])[CH3:2])[C:13]=23)[CH2:15]1. No catalyst specified. The reactants are [C:1]([NH:4][C:5]1[C:13]2[C:8](=[N:9][CH:10]=[C:11]([Br:27])[C:12]=2[N:14]2[CH2:18][CH2:17][C@H:16]([NH:19]C(=O)OC(C)(C)C)[CH2:15]2)[NH:7][CH:6]=1)(=[O:3])[CH3:2].C(O)(C(F)(F)F)=O.C(Cl)[Cl:36]. (4) The reactants are [H-].[Na+].[NH2:3][C:4]1[N:8]([C:9]2[CH:14]=[CH:13][CH:12]=[CH:11][C:10]=2F)[N:7]=[C:6]([C:16]([O:18]CC)=[O:17])[CH:5]=1.[OH-:21].[Na+]. The catalyst is O1CCOCC1. The product is [C:9]1([N:8]2[C:4]([NH:3][C:4]([NH:8][C:9]3[CH:14]=[CH:13][CH:12]=[CH:11][CH:10]=3)=[O:21])=[CH:5][C:6]([C:16]([OH:18])=[O:17])=[N:7]2)[CH:10]=[CH:11][CH:12]=[CH:13][CH:14]=1. The yield is 0.260. (5) The reactants are [N+:1]([C:4]1[CH:12]=[C:11]2[C:7]([CH:8]=[CH:9][NH:10]2)=[CH:6][CH:5]=1)([O-:3])=[O:2].[C:13]([O-])([O-])=O.[K+].[K+].CI.O. The catalyst is CN(C=O)C. The product is [CH3:13][N:10]1[C:11]2[C:7](=[CH:6][CH:5]=[C:4]([N+:1]([O-:3])=[O:2])[CH:12]=2)[CH:8]=[CH:9]1. The yield is 0.980. (6) The reactants are [CH3:1][N:2]([CH3:13])[C:3]1[CH:8]=[C:7]([CH3:9])[NH:6][C:5](=[S:10])[C:4]=1[C:11]#[N:12].[OH-].[Na+].Cl[CH2:17][C:18]([NH2:20])=[O:19].O. The catalyst is CN(C)C=O. The product is [NH2:12][C:11]1[C:4]2[C:5](=[N:6][C:7]([CH3:9])=[CH:8][C:3]=2[N:2]([CH3:1])[CH3:13])[S:10][C:17]=1[C:18]([NH2:20])=[O:19]. The yield is 0.620.